From a dataset of Full USPTO retrosynthesis dataset with 1.9M reactions from patents (1976-2016). Predict the reactants needed to synthesize the given product. (1) Given the product [Cl:1][C:2]1[CH:7]=[C:6]([F:8])[CH:5]=[CH:4][C:3]=1[S:9]([NH:12][C@@H:13]([CH2:24][OH:25])[CH2:14][CH2:15][NH:16][C:17]([C@@H:45]([NH:44][C:42]([C:34]1[S:33][C:37]2[CH:38]=[CH:39][CH:40]=[CH:41][C:36]=2[CH:35]=1)=[O:43])[CH2:46][CH:47]([CH3:49])[CH3:48])=[O:23])(=[O:10])=[O:11], predict the reactants needed to synthesize it. The reactants are: [Cl:1][C:2]1[CH:7]=[C:6]([F:8])[CH:5]=[CH:4][C:3]=1[S:9]([NH:12][C@@H:13]([CH2:24][OH:25])[CH2:14][CH2:15][NH:16][C:17](=[O:23])OC(C)(C)C)(=[O:11])=[O:10].Cl.O1CCOCC1.[S:33]1[C:37]2[CH:38]=[CH:39][CH:40]=[CH:41][C:36]=2[CH:35]=[C:34]1[C:42]([NH:44][C@H:45](C(O)=O)[CH2:46][CH:47]([CH3:49])[CH3:48])=[O:43].C1C=C2C(N(O)N=NC2=CC=1)=O.CN1CCOCC1.CCN=C=NCCCN(C)C.Cl. (2) Given the product [N+:19]([C:16]1[CH:17]=[CH:18][C:13]([O:12][C:10]([O:9][CH2:8][CH2:7][S:4]([CH2:3][CH2:2][O:1][C:49](=[O:50])[NH:22][CH2:23][CH2:24][CH2:25][NH:26][C:27]([C:40]2[CH:45]=[CH:44][C:43]([O:46][CH3:47])=[CH:42][CH:41]=2)([C:28]2[CH:33]=[CH:32][CH:31]=[CH:30][CH:29]=2)[C:34]2[CH:39]=[CH:38][CH:37]=[CH:36][CH:35]=2)(=[O:6])=[O:5])=[O:11])=[CH:14][CH:15]=1)([O-:21])=[O:20], predict the reactants needed to synthesize it. The reactants are: [OH:1][CH2:2][CH2:3][S:4]([CH2:7][CH2:8][O:9][C:10]([O:12][C:13]1[CH:18]=[CH:17][C:16]([N+:19]([O-:21])=[O:20])=[CH:15][CH:14]=1)=[O:11])(=[O:6])=[O:5].[NH2:22][CH2:23][CH2:24][CH2:25][NH:26][C:27]([C:40]1[CH:45]=[CH:44][C:43]([O:46][CH3:47])=[CH:42][CH:41]=1)([C:34]1[CH:39]=[CH:38][CH:37]=[CH:36][CH:35]=1)[C:28]1[CH:33]=[CH:32][CH:31]=[CH:30][CH:29]=1.Cl[C:49](OC1C=CC([N+]([O-])=O)=CC=1)=[O:50]. (3) Given the product [F:7][C:8]1[N:9]=[CH:10][C:11]([C:14]([OH:2])=[O:15])=[CH:12][CH:13]=1, predict the reactants needed to synthesize it. The reactants are: [Mn]([O-])(=O)(=O)=[O:2].[K+].[F:7][C:8]1[CH:13]=[CH:12][C:11]([CH3:14])=[CH:10][N:9]=1.[OH2:15]. (4) Given the product [CH3:1][C@@H:2]1[CH2:7][CH2:6][C@@H:5]([CH2:8][O:9][C:10]2[CH:15]=[CH:14][C:13]([C:16]([F:18])([F:17])[F:19])=[CH:12][CH:11]=2)[CH2:4][NH:3]1, predict the reactants needed to synthesize it. The reactants are: [CH3:1][C@@H:2]1[CH2:7][CH2:6][C@@H:5]([CH2:8][O:9][C:10]2[CH:15]=[CH:14][C:13]([C:16]([F:19])([F:18])[F:17])=[CH:12][CH:11]=2)[CH2:4][N:3]1C(OC(C)(C)C)=O.Cl.CCOCC. (5) Given the product [Cl:1][C:2]1[CH:3]=[C:4]([CH2:9][N:10]2[C:14]([CH3:15])=[C:13]([C:16]([NH:18][C:19]3[S:23][CH:22]=[N:21][N:20]=3)=[O:17])[N:12]=[N:11]2)[CH:5]=[CH:6][C:7]=1[Cl:8], predict the reactants needed to synthesize it. The reactants are: [Cl:1][C:2]1[CH:3]=[C:4]([CH2:9][N:10]2[C:14]([CH3:15])=[C:13]([C:16]([NH:18][C:19]3[S:23][C:22](C(OCC)=O)=[N:21][N:20]=3)=[O:17])[N:12]=[N:11]2)[CH:5]=[CH:6][C:7]=1[Cl:8].[OH-].[Na+].